From a dataset of Forward reaction prediction with 1.9M reactions from USPTO patents (1976-2016). Predict the product of the given reaction. (1) Given the reactants CN(C(ON1[N:17]=[N:16][C:15]2[C:10]1=[CH:11][CH:12]=[CH:13][CH:14]=2)=[N+](C)C)C.F[P-](F)(F)(F)(F)F.[CH3:25][CH:26]([N:28]1[CH2:33][CH2:32][N:31]([CH2:34][C:35]2[C:36]([C:48]3[CH:53]=[CH:52][CH:51]=[CH:50][CH:49]=3)=[N:37][C:38]3[C:43]([C:44]=2[C:45](O)=[O:46])=[CH:42][CH:41]=[CH:40][CH:39]=3)[CH2:30][CH2:29]1)[CH3:27].NN1CCCCCC1.CCN(CC)CC, predict the reaction product. The product is: [N:16]1([NH:17][C:45]([C:44]2[C:43]3[C:38](=[CH:39][CH:40]=[CH:41][CH:42]=3)[N:37]=[C:36]([C:48]3[CH:53]=[CH:52][CH:51]=[CH:50][CH:49]=3)[C:35]=2[CH2:34][N:31]2[CH2:32][CH2:33][N:28]([CH:26]([CH3:25])[CH3:27])[CH2:29][CH2:30]2)=[O:46])[CH2:14][CH2:13][CH2:12][CH2:11][CH2:10][CH2:15]1. (2) Given the reactants [Br:1][C:2]1[CH:7]=[CH:6][C:5]([CH:8]([CH2:19][CH2:20][CH2:21][CH3:22])[CH2:9][C:10]([C:12]2[CH:13]=[CH:14][C:15](=[O:18])[NH:16][CH:17]=2)=[O:11])=[CH:4][CH:3]=1.IC.[C:25](=O)([O-])[O-].[K+].[K+], predict the reaction product. The product is: [Br:1][C:2]1[CH:3]=[CH:4][C:5]([CH:8]([CH2:19][CH2:20][CH2:21][CH3:22])[CH2:9][C:10]([C:12]2[CH:13]=[CH:14][C:15](=[O:18])[N:16]([CH3:25])[CH:17]=2)=[O:11])=[CH:6][CH:7]=1. (3) Given the reactants Br[C:2]1[C:19]([F:20])=[CH:18][C:5]2[O:6][CH2:7][CH2:8][C:9]3[CH:13]=[C:12]([C:14]([O:16][CH3:17])=[O:15])[S:11][C:10]=3[C:4]=2[CH:3]=1.[C:21]([C@:23]1([OH:30])[CH2:27][CH2:26][N:25]([CH3:28])[C:24]1=[O:29])#[CH:22], predict the reaction product. The product is: [F:20][C:19]1[C:2]([C:22]#[C:21][C@:23]2([OH:30])[CH2:27][CH2:26][N:25]([CH3:28])[C:24]2=[O:29])=[CH:3][C:4]2[C:10]3[S:11][C:12]([C:14]([O:16][CH3:17])=[O:15])=[CH:13][C:9]=3[CH2:8][CH2:7][O:6][C:5]=2[CH:18]=1. (4) Given the reactants C([S:4][CH2:5][CH2:6][C:7]1[S:11][C:10]([C:12]([O:14][CH3:15])=[O:13])=[CH:9][CH:8]=1)(=O)C, predict the reaction product. The product is: [CH3:15][O:14][C:12]([C:10]1[S:11][C:7]([CH2:6][CH:5]=[S:4])=[CH:8][CH:9]=1)=[O:13]. (5) Given the reactants FC1C=C(F)C=CC=1NC1C=CC(C(C2C=C(N3C=C(CCO)N=N3)C=CC=2C)=O)=C(C)C=1.Br[C:35]1[CH:40]=[CH:39][C:38]([C:41]([C:43]2[CH:48]=[C:47]([N:49]3[CH:53]=[C:52]([CH2:54][CH2:55][OH:56])[N:51]=[N:50]3)[CH:46]=[CH:45][C:44]=2[CH3:57])=[O:42])=[C:37]([CH3:58])[CH:36]=1.[F:59][C:60]([F:69])([F:68])[C:61]1[CH:62]=[C:63]([NH2:67])[CH:64]=[CH:65][CH:66]=1, predict the reaction product. The product is: [OH:56][CH2:55][CH2:54][C:52]1[N:51]=[N:50][N:49]([C:47]2[CH:46]=[CH:45][C:44]([CH3:57])=[C:43]([C:41]([C:38]3[CH:39]=[CH:40][C:35]([NH:67][C:63]4[CH:64]=[CH:65][CH:66]=[C:61]([C:60]([F:59])([F:68])[F:69])[CH:62]=4)=[CH:36][C:37]=3[CH3:58])=[O:42])[CH:48]=2)[CH:53]=1. (6) Given the reactants [OH:1][C:2]1[CH:3]=[CH:4][C:5]2[N:6]([C:8]([CH3:17])=[C:9]([NH:11][C:12]([CH:14]3[CH2:16][CH2:15]3)=[O:13])[N:10]=2)[CH:7]=1.F[C:19]1[CH:24]=[CH:23][C:22]([N+:25]([O-:27])=[O:26])=[CH:21][C:20]=1[F:28].C(=O)([O-])[O-].[Cs+].[Cs+].[Cl-].[NH4+], predict the reaction product. The product is: [F:28][C:20]1[CH:21]=[C:22]([N+:25]([O-:27])=[O:26])[CH:23]=[CH:24][C:19]=1[O:1][C:2]1[CH:3]=[CH:4][C:5]2[N:6]([C:8]([CH3:17])=[C:9]([NH:11][C:12]([CH:14]3[CH2:15][CH2:16]3)=[O:13])[N:10]=2)[CH:7]=1. (7) Given the reactants N([O-])=O.[Na+].[F:5][C:6]([F:15])([F:14])[C:7]1[CH:8]=[C:9]([CH:11]=[CH:12][CH:13]=1)N.[CH:16]([C:18]([CH3:20])=[O:19])=[CH2:17].C([O-])(O)=O.[Na+].[ClH:26], predict the reaction product. The product is: [Cl:26][CH:16]([CH2:17][C:9]1[CH:11]=[CH:12][CH:13]=[C:7]([C:6]([F:15])([F:14])[F:5])[CH:8]=1)[C:18](=[O:19])[CH3:20]. (8) Given the reactants Cl.[NH2:2][C@@H:3]([CH:15]([CH3:17])[CH3:16])[CH2:4][NH:5][C:6](=[O:14])[C:7]1[CH:12]=[CH:11][C:10]([Cl:13])=[CH:9][CH:8]=1.[CH3:18][CH:19]([CH3:32])[C@H:20]([NH:24][C:25]([O:27][CH2:28][CH:29]([CH3:31])[CH3:30])=[O:26])[C:21](O)=[O:22].ON1C(=O)CCC1=O.C1(N=C=NC2CCCCC2)CCCCC1.C(N(CC)CC)C, predict the reaction product. The product is: [Cl:13][C:10]1[CH:11]=[CH:12][C:7]([C:6]([NH:5][CH2:4][C@@H:3]([NH:2][C:21](=[O:22])[C@@H:20]([NH:24][C:25]([O:27][CH2:28][CH:29]([CH3:31])[CH3:30])=[O:26])[CH:19]([CH3:32])[CH3:18])[CH:15]([CH3:17])[CH3:16])=[O:14])=[CH:8][CH:9]=1. (9) Given the reactants [Cl:1][C:2]1[C:10]([F:11])=[CH:9][C:5]([C:6](Cl)=[O:7])=[C:4]([F:12])[CH:3]=1.[CH3:13][O:14][C:15]1[CH:20]=[C:19]([NH2:21])[CH:18]=[CH:17][N:16]=1.N1C=CC=CC=1.Cl, predict the reaction product. The product is: [Cl:1][C:2]1[C:10]([F:11])=[CH:9][C:5]([C:6]([NH:21][C:19]2[CH:18]=[CH:17][N:16]=[C:15]([O:14][CH3:13])[CH:20]=2)=[O:7])=[C:4]([F:12])[CH:3]=1.